The task is: Predict the reactants needed to synthesize the given product.. This data is from Full USPTO retrosynthesis dataset with 1.9M reactions from patents (1976-2016). Given the product [NH2:30][C:24]1[CH:23]=[CH:22][C:21]([NH:26][C:2]2[N:7]=[C:6]([C:8]3[CH:19]=[CH:18][C:11]([C:12]([NH:14][CH2:15][C:16]#[N:17])=[O:13])=[CH:10][CH:9]=3)[CH:5]=[CH:4][N:3]=2)=[CH:20][CH:25]=1, predict the reactants needed to synthesize it. The reactants are: Cl[C:2]1[N:7]=[C:6]([C:8]2[CH:19]=[CH:18][C:11]([C:12]([NH:14][CH2:15][C:16]#[N:17])=[O:13])=[CH:10][CH:9]=2)[CH:5]=[CH:4][N:3]=1.[C:20]1(N)[CH:25]=[CH:24][CH:23]=[CH:22][C:21]=1[NH2:26].CC[N:30](C(C)C)C(C)C.CS(C)=O.